Dataset: Forward reaction prediction with 1.9M reactions from USPTO patents (1976-2016). Task: Predict the product of the given reaction. Given the reactants [CH3:1][C:2]1[O:6][C:5]([N:7]2[CH2:12][CH2:11][C:10](=O)[CH2:9][CH2:8]2)=[N:4][N:3]=1.[F:14][C:15]1[CH:20]=[CH:19][C:18]([CH:21]2[CH2:26][CH2:25][CH2:24][N:23]3[N:27]=[C:28]([NH2:30])[N:29]=[C:22]23)=[CH:17][C:16]=1[C:31]([F:34])([F:33])[F:32], predict the reaction product. The product is: [F:14][C:15]1[CH:20]=[CH:19][C:18]([CH:21]2[CH2:26][CH2:25][CH2:24][N:23]3[N:27]=[C:28]([NH:30][CH:10]4[CH2:11][CH2:12][N:7]([C:5]5[O:6][C:2]([CH3:1])=[N:3][N:4]=5)[CH2:8][CH2:9]4)[N:29]=[C:22]23)=[CH:17][C:16]=1[C:31]([F:32])([F:33])[F:34].